From a dataset of Peptide-MHC class II binding affinity with 134,281 pairs from IEDB. Regression. Given a peptide amino acid sequence and an MHC pseudo amino acid sequence, predict their binding affinity value. This is MHC class II binding data. (1) The peptide sequence is FDRSTKVIDFHYPNE. The MHC is HLA-DQA10102-DQB10602 with pseudo-sequence HLA-DQA10102-DQB10602. The binding affinity (normalized) is 0.237. (2) The peptide sequence is NRFSYIPNGALKFVD. The MHC is HLA-DQA10301-DQB10302 with pseudo-sequence HLA-DQA10301-DQB10302. The binding affinity (normalized) is 0.267. (3) The peptide sequence is DDVLAILPIEDLKAL. The MHC is HLA-DPA10201-DPB11401 with pseudo-sequence HLA-DPA10201-DPB11401. The binding affinity (normalized) is 0.501. (4) The peptide sequence is ATPEAKFDSFVAAFT. The MHC is DRB3_0101 with pseudo-sequence DRB3_0101. The binding affinity (normalized) is 0.286. (5) The peptide sequence is CWLVSNGSYLNESDF. The MHC is DRB1_0101 with pseudo-sequence DRB1_0101. The binding affinity (normalized) is 0.716.